Dataset: Full USPTO retrosynthesis dataset with 1.9M reactions from patents (1976-2016). Task: Predict the reactants needed to synthesize the given product. Given the product [C:22]([C:24]1[CH:30]=[C:31]([OH:32])[N:20]([C:14]2[CH:19]=[CH:18][CH:17]=[CH:16][CH:15]=2)[N:21]=1)#[N:23], predict the reactants needed to synthesize it. The reactants are: Cl.NC1C=CC=CC=1.N([O-])=O.[Na+].[Cl-].[C:14]1([N+:20]#[N:21])[CH:19]=[CH:18][CH:17]=[CH:16][CH:15]=1.[C:22]([CH:24]([CH2:30][C:31](OCC)=[O:32])C(OCC)=O)#[N:23].[OH-].[Na+].